This data is from Full USPTO retrosynthesis dataset with 1.9M reactions from patents (1976-2016). The task is: Predict the reactants needed to synthesize the given product. (1) Given the product [NH2:14][C:11]1[N:12]=[CH:13][C:8]([C:5]2[CH:6]=[CH:7][C:2]([NH:1][S:26]([CH3:25])(=[O:28])=[O:27])=[CH:3][CH:4]=2)=[CH:9][C:10]=1[O:15][CH2:16][C:17]1[C:22]([Cl:23])=[CH:21][CH:20]=[CH:19][C:18]=1[Cl:24], predict the reactants needed to synthesize it. The reactants are: [NH2:1][C:2]1[CH:7]=[CH:6][C:5]([C:8]2[CH:9]=[C:10]([O:15][CH2:16][C:17]3[C:22]([Cl:23])=[CH:21][CH:20]=[CH:19][C:18]=3[Cl:24])[C:11]([NH2:14])=[N:12][CH:13]=2)=[CH:4][CH:3]=1.[CH3:25][S:26](Cl)(=[O:28])=[O:27].CN1CCOCC1. (2) Given the product [CH3:5][O:6][C:7]1[C:18]([N+:19]([O-:21])=[O:20])=[CH:17][C:10]2[NH:11][C:12](=[O:16])[CH2:13][N:14]([CH2:22][CH2:23][O:4][CH3:1])[CH2:15][C:9]=2[CH:8]=1, predict the reactants needed to synthesize it. The reactants are: [C:1](=[O:4])([O-])[O-].[CH3:5][O:6][C:7]1[C:18]([N+:19]([O-:21])=[O:20])=[CH:17][C:10]2[NH:11][C:12](=[O:16])[CH2:13][NH:14][CH2:15][C:9]=2[CH:8]=1.[C:22](O)(=O)[CH3:23].C(O[BH-](OC(=O)C)OC(=O)C)(=O)C.[Na+]. (3) Given the product [NH2:20][C@H:16]1[CH2:17][CH2:18][CH2:19][N:14]([C:6]2[C:5]([F:31])=[CH:4][C:3]([C:1]([NH2:2])=[O:33])=[C:11]3[C:7]=2[C:8]([CH3:13])=[C:9]([CH3:12])[NH:10]3)[CH2:15]1, predict the reactants needed to synthesize it. The reactants are: [C:1]([C:3]1[CH:4]=[C:5]([F:31])[C:6]([N:14]2[CH2:19][CH2:18][CH2:17][C@H:16]([NH:20]C(=O)OCC3C=CC=CC=3)[CH2:15]2)=[C:7]2[C:11]=1[NH:10][C:9]([CH3:12])=[C:8]2[CH3:13])#[N:2].S(=O)(=O)(O)[OH:33].[OH-].[Na+]. (4) Given the product [N+:1]([C:4]1[C:5]([NH2:20])=[N:6][N:7]([C:9]2[CH:14]=[CH:13][CH:12]=[CH:11][CH:10]=2)[CH:8]=1)([O-:3])=[O:2], predict the reactants needed to synthesize it. The reactants are: [N+:1]([C:4]1[C:5](C(O)=O)=[N:6][N:7]([C:9]2[CH:14]=[CH:13][CH:12]=[CH:11][CH:10]=2)[CH:8]=1)([O-:3])=[O:2].C([N:20](CC)CC)C.C1(P(N=[N+]=[N-])(C2C=CC=CC=2)=O)C=CC=CC=1.FC(F)(F)C(O)=O. (5) The reactants are: CC1(C)C(C)(C)OB([C:9]2[CH:19]=[CH:18][C:12]([O:13][CH:14]([CH3:17])[CH2:15][OH:16])=[CH:11][CH:10]=2)O1.[Cl:21][C:22]1[CH:23]=[C:24]2[NH:31][C:30]([O:32][C@H:33]3[CH2:38][O:37][C@H:36]([CH2:39][OH:40])[C@@H:35]([OH:41])[CH2:34]3)=[N:29][C:25]2=[N:26][C:27]=1I.[O-]P([O-])([O-])=O.[K+].[K+].[K+].N#N. Given the product [Cl:21][C:22]1[CH:23]=[C:24]2[NH:31][C:30]([O:32][C@H:33]3[CH2:38][O:37][C@H:36]([CH2:39][OH:40])[C@@H:35]([OH:41])[CH2:34]3)=[N:29][C:25]2=[N:26][C:27]=1[C:9]1[CH:10]=[CH:11][C:12]([O:13][CH:14]([CH3:17])[CH2:15][OH:16])=[CH:18][CH:19]=1, predict the reactants needed to synthesize it.